Dataset: Reaction yield outcomes from USPTO patents with 853,638 reactions. Task: Predict the reaction yield, written as a fraction of the theoretical maximum amount of product (1.0 means a 100% yield; for example, 0.34 means a 34% yield). (1) The reactants are Cl[C:2]1[N:10]=[C:9]2[C:5]([N:6]=[C:7]([CH2:12][N:13]3[CH2:16][CH:15]([N:17]4[CH2:22][CH2:21][O:20][CH2:19][CH2:18]4)[CH2:14]3)[N:8]2[CH3:11])=[C:4]([N:23]2[CH2:28][CH2:27][O:26][CH2:25][CH2:24]2)[N:3]=1.[CH:29]1([C:32]2[NH:33][C:34]3[CH:40]=[CH:39][CH:38]=[CH:37][C:35]=3[N:36]=2)[CH2:31][CH2:30]1.CC(C1C=C(C(C)C)C(C2C=CC=CC=2P(C2CCCCC2)C2CCCCC2)=C(C(C)C)C=1)C.C([O-])([O-])=O.[Cs+].[Cs+]. The catalyst is O1CCOCC1.C1C=CC(/C=C/C(/C=C/C2C=CC=CC=2)=O)=CC=1.C1C=CC(/C=C/C(/C=C/C2C=CC=CC=2)=O)=CC=1.C1C=CC(/C=C/C(/C=C/C2C=CC=CC=2)=O)=CC=1.[Pd].[Pd]. The product is [CH:29]1([C:32]2[N:33]([C:2]3[N:10]=[C:9]4[C:5]([N:6]=[C:7]([CH2:12][N:13]5[CH2:14][CH:15]([N:17]6[CH2:22][CH2:21][O:20][CH2:19][CH2:18]6)[CH2:16]5)[N:8]4[CH3:11])=[C:4]([N:23]4[CH2:24][CH2:25][O:26][CH2:27][CH2:28]4)[N:3]=3)[C:34]3[CH:40]=[CH:39][CH:38]=[CH:37][C:35]=3[N:36]=2)[CH2:31][CH2:30]1. The yield is 0.870. (2) The product is [F:13][C:14]1[CH:15]=[C:16]([C:47]2[CH:52]=[CH:51][CH:50]=[CH:49][C:48]=2[C:53]2[NH:3][C:4](=[O:7])[O:5][N:54]=2)[CH:17]=[CH:18][C:19]=1[CH2:20][C:21]1[C:22](=[O:46])[N:23]([C@H:33]2[CH2:38][CH2:37][C@H:36]([O:39][CH:40]([CH3:45])[C:41]([OH:44])([CH3:43])[CH3:42])[CH2:35][CH2:34]2)[C:24]2[N:25]([N:30]=[CH:31][N:32]=2)[C:26]=1[CH2:27][CH2:28][CH3:29]. The catalyst is C(OCC)(=O)C. The yield is 0.910. The reactants are [Cl-].O[NH3+:3].[C:4](=[O:7])([O-])[OH:5].[Na+].CS(C)=O.[F:13][C:14]1[CH:15]=[C:16]([C:47]2[C:48]([C:53]#[N:54])=[CH:49][CH:50]=[CH:51][CH:52]=2)[CH:17]=[CH:18][C:19]=1[CH2:20][C:21]1[C:22](=[O:46])[N:23]([C@H:33]2[CH2:38][CH2:37][C@H:36]([O:39][CH:40]([CH3:45])[C:41]([OH:44])([CH3:43])[CH3:42])[CH2:35][CH2:34]2)[C:24]2[N:25]([N:30]=[CH:31][N:32]=2)[C:26]=1[CH2:27][CH2:28][CH3:29]. (3) The reactants are [NH2:1][C:2]1[N:3]=[C:4]([S:9][CH3:10])[S:5][C:6]=1[C:7]#[N:8].CO[CH:13](OC)[N:14]([CH3:16])[CH3:15]. No catalyst specified. The product is [C:7]([C:6]1[S:5][C:4]([S:9][CH3:10])=[N:3][C:2]=1[N:1]=[CH:13][N:14]([CH3:16])[CH3:15])#[N:8]. The yield is 0.990. (4) The reactants are Cl[C:2]1[N:3]=[N:4][C:5]([O:8][CH3:9])=[CH:6][CH:7]=1.[CH3:10][C:11]([CH3:16])([CH3:15])[C:12]([NH2:14])=[O:13].C1C=CC(P(C2C(C3C(P(C4C=CC=CC=4)C4C=CC=CC=4)=CC=C4C=3C=CC=C4)=C3C(C=CC=C3)=CC=2)C2C=CC=CC=2)=CC=1.C([O-])([O-])=O.[Cs+].[Cs+]. The catalyst is O1CCOCC1.CCOC(C)=O.C1C=CC(/C=C/C(/C=C/C2C=CC=CC=2)=O)=CC=1.C1C=CC(/C=C/C(/C=C/C2C=CC=CC=2)=O)=CC=1.C1C=CC(/C=C/C(/C=C/C2C=CC=CC=2)=O)=CC=1.[Pd].[Pd]. The product is [CH3:9][O:8][C:5]1[N:4]=[N:3][C:2]([NH:14][C:12](=[O:13])[C:11]([CH3:16])([CH3:15])[CH3:10])=[CH:7][CH:6]=1. The yield is 0.460. (5) The catalyst is C1(C)C=CC=CC=1.O1CCCC1.C(Cl)(Cl)Cl. The reactants are [H-].C([Al+]CC(C)C)C(C)C.[C:11]([NH:15][C:16]([C:18]1[CH:22]=[C:21]([C:23]2[CH:28]=[CH:27][C:26]([C:29]#N)=[CH:25][N:24]=2)[N:20]([C:31]2[CH:32]=[N:33][CH:34]=[CH:35][CH:36]=2)[N:19]=1)=[O:17])([CH3:14])([CH3:13])[CH3:12].Cl.[OH2:38]. The yield is 0.160. The product is [C:11]([NH:15][C:16]([C:18]1[CH:22]=[C:21]([C:23]2[CH:28]=[CH:27][C:26]([CH2:29][OH:38])=[CH:25][N:24]=2)[N:20]([C:31]2[CH:32]=[N:33][CH:34]=[CH:35][CH:36]=2)[N:19]=1)=[O:17])([CH3:14])([CH3:13])[CH3:12]. (6) The reactants are I[C:2]1[CH:7]=[CH:6][C:5]([I:8])=[CH:4][CH:3]=1.[CH:9]12[CH2:15][CH:12]([NH:13][CH2:14]1)[CH2:11][N:10]2[C:16]([O:18][C:19]([CH3:22])([CH3:21])[CH3:20])=[O:17].C1C=C2C=CC(O)=C(C3C4C(=CC=CC=4)C=CC=3O)C2=CC=1.P([O-])([O-])([O-])=O.[K+].[K+].[K+]. The catalyst is [Cu]I.CN(C)C=O. The product is [I:8][C:5]1[CH:6]=[CH:7][C:2]([N:13]2[CH2:14][CH:9]3[CH2:15][CH:12]2[CH2:11][N:10]3[C:16]([O:18][C:19]([CH3:22])([CH3:21])[CH3:20])=[O:17])=[CH:3][CH:4]=1. The yield is 0.330. (7) The reactants are [Cl:1][C:2]1[N:7]=[CH:6][C:5]([NH2:8])=[CH:4][CH:3]=1.CCN(CC)CC.[CH3:16][C:17]([O:20][C:21](O[C:21]([O:20][C:17]([CH3:19])([CH3:18])[CH3:16])=[O:22])=[O:22])([CH3:19])[CH3:18]. The catalyst is CN(C1C=CN=CC=1)C.C(Cl)Cl. The product is [Cl:1][C:2]1[N:7]=[CH:6][C:5]([NH:8][C:21](=[O:22])[O:20][C:17]([CH3:19])([CH3:18])[CH3:16])=[CH:4][CH:3]=1. The yield is 0.760. (8) The reactants are [CH3:1][N:2]1[C:10]2[C:5](=[CH:6][CH:7]=[CH:8][CH:9]=2)[C:4]([C:11]2[C:12](=[O:26])[NH:13][C:14](=[O:25])[C:15]=2[C:16]2[CH:21]=[CH:20][CH:19]=[C:18]([N+:22]([O-])=O)[CH:17]=2)=[CH:3]1.[OH-].[Na+]. The catalyst is CC(C)=O. The product is [CH3:1][N:2]1[C:10]2[C:5](=[CH:6][CH:7]=[CH:8][CH:9]=2)[C:4]([C:11]2[C:12](=[O:26])[NH:13][C:14](=[O:25])[C:15]=2[C:16]2[CH:21]=[CH:20][CH:19]=[C:18]([NH2:22])[CH:17]=2)=[CH:3]1. The yield is 0.825. (9) The reactants are Cl.[CH3:2][O:3][C:4]1[CH:9]=[C:8]([CH:10]2[CH2:15][CH2:14][N:13]([CH3:16])[CH2:12][CH2:11]2)[CH:7]=[CH:6][C:5]=1[NH:17]C(=O)OC(C)(C)C. The catalyst is O1CCOCC1.CO. The product is [CH3:2][O:3][C:4]1[CH:9]=[C:8]([CH:10]2[CH2:15][CH2:14][N:13]([CH3:16])[CH2:12][CH2:11]2)[CH:7]=[CH:6][C:5]=1[NH2:17]. The yield is 0.700.